Dataset: Catalyst prediction with 721,799 reactions and 888 catalyst types from USPTO. Task: Predict which catalyst facilitates the given reaction. (1) The catalyst class is: 32. Product: [Br:1][C:2]1[CH:3]=[C:4]([CH2:9][O:10][Si:11]([CH:15]([CH3:17])[CH3:16])([CH:18]([CH3:20])[CH3:19])[CH:12]([CH3:13])[CH3:14])[C:5]2[N:6]([CH:22]=[CH:23][N:8]=2)[CH:7]=1. Reactant: [Br:1][C:2]1[CH:3]=[C:4]([CH2:9][O:10][Si:11]([CH:18]([CH3:20])[CH3:19])([CH:15]([CH3:17])[CH3:16])[CH:12]([CH3:14])[CH3:13])[C:5]([NH2:8])=[N:6][CH:7]=1.Cl[CH2:22][CH:23]=O.C(=O)([O-])[O-].[K+].[K+]. (2) Reactant: [F:1][C:2]([F:25])([C:18]1[CH:23]=[CH:22][C:21]([F:24])=[CH:20][CH:19]=1)[CH2:3][N:4]1[CH2:9][CH2:8][CH:7]([NH:10]C(=O)OC(C)(C)C)[CH2:6][CH2:5]1.C(O)(C(F)(F)F)=O. Product: [F:25][C:2]([F:1])([C:18]1[CH:23]=[CH:22][C:21]([F:24])=[CH:20][CH:19]=1)[CH2:3][N:4]1[CH2:9][CH2:8][CH:7]([NH2:10])[CH2:6][CH2:5]1. The catalyst class is: 2.